From a dataset of Catalyst prediction with 721,799 reactions and 888 catalyst types from USPTO. Predict which catalyst facilitates the given reaction. (1) Reactant: CO[C:3](=[O:36])[C:4]1[CH:9]=[CH:8][C:7]([Cl:10])=[C:6]([N:11]2[CH:16]=[CH:15][N:14]=[C:13]([NH:17][C:18]([C:21]3[CH:26]=[CH:25][CH:24]=[CH:23][C:22]=3[O:27][CH2:28][C:29]3[CH:34]=[CH:33][CH:32]=[CH:31][CH:30]=3)([CH3:20])[CH3:19])[C:12]2=[O:35])[CH:5]=1.[CH:37]1([NH2:40])[CH2:39][CH2:38]1.C([Mg]Cl)(C)C. Product: [CH2:28]([O:27][C:22]1[CH:23]=[CH:24][CH:25]=[CH:26][C:21]=1[C:18]([NH:17][C:13]1[C:12](=[O:35])[N:11]([C:6]2[CH:5]=[C:4]([CH:9]=[CH:8][C:7]=2[Cl:10])[C:3]([NH:40][CH:37]2[CH2:39][CH2:38]2)=[O:36])[CH:16]=[CH:15][N:14]=1)([CH3:20])[CH3:19])[C:29]1[CH:30]=[CH:31][CH:32]=[CH:33][CH:34]=1. The catalyst class is: 683. (2) Reactant: Cl[CH2:2][CH2:3][C:4]([OH:6])=[O:5].C[C@@H:8](O)[C@@H:9]1NC(=O)[C@H](CCN)NC(=O)[C@H](CCN)NC(=O)[C@H](CC(C)C)NC(=O)[C@@H](CC2C=CC=CC=2)NC(=O)[C@H](CCN)NC(=O)[C@@H](NC([C@@H](N)CCN)=O)CC[NH:12][C:10]1=[O:11].OS(O)(=O)=O.CN(C(ON1N=NC2C=CC=NC1=2)=[N+](C)C)C.F[P-](F)(F)(F)(F)F.C(N(CC)C(C)C)(C)C.[CH3:106][C:107]([CH3:127])=[CH:108][CH2:109][CH2:110]/[C:111](/[CH3:126])=[CH:112]/[CH2:113][CH2:114]/[C:115](/[CH3:125])=[CH:116]/[CH2:117][S:118]C[C@H](N)C(O)=O. Product: [C:10]([NH:12][C@@H:3]([CH2:2][S:118][CH2:117]/[CH:116]=[C:115](\[CH3:125])/[CH2:114][CH2:113]/[CH:112]=[C:111](\[CH3:126])/[CH2:110][CH2:109][CH:108]=[C:107]([CH3:106])[CH3:127])[C:4]([OH:6])=[O:5])(=[O:11])[CH:9]=[CH2:8]. The catalyst class is: 2. (3) Reactant: C[C:2]1[C:3](=[O:17])[CH2:4][CH2:5][N:6]2[C:11]=1[CH2:10][CH2:9][C:8]1[CH:12]=[C:13](C)[CH:14]=[CH:15][C:7]2=1.COC=CC(O[Si](C)(C)C)=C. Product: [CH:5]1[N:6]2[CH:11]([CH2:2][C:3](=[O:17])[CH:4]=1)[CH2:10][CH2:9][C:8]1[CH:12]=[CH:13][CH:14]=[CH:15][C:7]2=1. The catalyst class is: 388. (4) Reactant: [Cl:1][C:2]1[C:3]2[S:10][CH:9]=[C:8]([C:11]([OH:13])=O)[C:4]=2[N:5]=[CH:6][N:7]=1.C(Cl)(=O)C([Cl:17])=O.CN(C=O)C. Product: [Cl:1][C:2]1[C:3]2[S:10][CH:9]=[C:8]([C:11]([Cl:17])=[O:13])[C:4]=2[N:5]=[CH:6][N:7]=1. The catalyst class is: 7. (5) Reactant: Cl.CN[O:4][CH3:5].CCN=C=NCCC[N:14]([CH3:16])C.CN1CCOCC1.[CH3:24][C:25]([CH3:41])([O:27][C:28]([N:30]1[C@@H:34]([CH2:35][C:36]([OH:38])=O)[CH2:33][O:32][C:31]1([CH3:40])[CH3:39])=[O:29])[CH3:26].Cl. Product: [CH3:5][O:4][CH2:16][NH:14][C:36](=[O:38])[CH2:35][C@H:34]1[CH2:33][O:32][C:31]([CH3:40])([CH3:39])[N:30]1[C:28]([O:27][C:25]([CH3:24])([CH3:26])[CH3:41])=[O:29]. The catalyst class is: 166. (6) Reactant: [Cl:1][C:2]1[CH:12]=[C:11]([NH:13][CH:14]2[CH2:16][CH2:15]2)[C:5]([C:6]([O:8]CC)=[O:7])=[CH:4][N:3]=1.O[Li].O.O. Product: [Cl:1][C:2]1[CH:12]=[C:11]([NH:13][CH:14]2[CH2:15][CH2:16]2)[C:5]([C:6]([OH:8])=[O:7])=[CH:4][N:3]=1. The catalyst class is: 14. (7) Reactant: [CH2:1]([N:5]1[C:10]2=[CH:11][NH:12][CH:13]=[C:9]2[C:8](=[O:14])[N:7]([CH3:15])[C:6]1=[O:16])[CH:2]([CH3:4])[CH3:3].Cl[CH2:18][C:19]1[CH:24]=[CH:23][C:22]([C:25]2[CH:30]=[CH:29][CH:28]=[C:27]([F:31])[N:26]=2)=[CH:21][CH:20]=1.C(=O)([O-])[O-].[Cs+].[Cs+]. Product: [F:31][C:27]1[N:26]=[C:25]([C:22]2[CH:21]=[CH:20][C:19]([CH2:18][N:12]3[CH:13]=[C:9]4[C:10]([N:5]([CH2:1][CH:2]([CH3:4])[CH3:3])[C:6](=[O:16])[N:7]([CH3:15])[C:8]4=[O:14])=[CH:11]3)=[CH:24][CH:23]=2)[CH:30]=[CH:29][CH:28]=1. The catalyst class is: 18.